This data is from Catalyst prediction with 721,799 reactions and 888 catalyst types from USPTO. The task is: Predict which catalyst facilitates the given reaction. Reactant: [CH3:1][O:2][C:3]1[CH:4]=[C:5]([CH:8]=[CH:9][N:10]=1)[C:6]#[N:7].[C:11](OC)(=[O:19])[C:12]1[C:13](=[CH:15][CH:16]=[CH:17][CH:18]=1)[SH:14].C(N(CC)CC)C. Product: [CH3:1][O:2][C:3]1[CH:4]=[C:5]([C:6]2[S:14][C:13]3[CH:15]=[CH:16][CH:17]=[CH:18][C:12]=3[C:11](=[O:19])[N:7]=2)[CH:8]=[CH:9][N:10]=1. The catalyst class is: 11.